Dataset: Merck oncology drug combination screen with 23,052 pairs across 39 cell lines. Task: Regression. Given two drug SMILES strings and cell line genomic features, predict the synergy score measuring deviation from expected non-interaction effect. (1) Drug 1: CCC1(O)CC2CN(CCc3c([nH]c4ccccc34)C(C(=O)OC)(c3cc4c(cc3OC)N(C)C3C(O)(C(=O)OC)C(OC(C)=O)C5(CC)C=CCN6CCC43C65)C2)C1. Drug 2: Cc1nc(Nc2ncc(C(=O)Nc3c(C)cccc3Cl)s2)cc(N2CCN(CCO)CC2)n1. Cell line: DLD1. Synergy scores: synergy=19.1. (2) Drug 1: O=c1[nH]cc(F)c(=O)[nH]1. Drug 2: N#Cc1ccc(Cn2cncc2CN2CCN(c3cccc(Cl)c3)C(=O)C2)cc1. Cell line: RKO. Synergy scores: synergy=4.78. (3) Drug 1: C=CCn1c(=O)c2cnc(Nc3ccc(N4CCN(C)CC4)cc3)nc2n1-c1cccc(C(C)(C)O)n1. Drug 2: COC1CC2CCC(C)C(O)(O2)C(=O)C(=O)N2CCCCC2C(=O)OC(C(C)CC2CCC(OP(C)(C)=O)C(OC)C2)CC(=O)C(C)C=C(C)C(O)C(OC)C(=O)C(C)CC(C)C=CC=CC=C1C. Cell line: UACC62. Synergy scores: synergy=31.9. (4) Drug 1: CN(Cc1cnc2nc(N)nc(N)c2n1)c1ccc(C(=O)NC(CCC(=O)O)C(=O)O)cc1. Drug 2: O=C(NOCC(O)CO)c1ccc(F)c(F)c1Nc1ccc(I)cc1F. Cell line: ZR751. Synergy scores: synergy=-14.3.